This data is from Forward reaction prediction with 1.9M reactions from USPTO patents (1976-2016). The task is: Predict the product of the given reaction. Given the reactants [CH2:1]([O:3][C:4]([C:6]1([C:9]2[CH:14]=[CH:13][C:12]([C:15]3[CH:20]=[CH:19][C:18]([C:21]4[O:25][N:24]=[C:23]([CH3:26])[C:22]=4[NH2:27])=[CH:17][CH:16]=3)=[CH:11][CH:10]=2)[CH2:8][CH2:7]1)=[O:5])[CH3:2].Br[C:29]1[CH:34]=[CH:33][CH:32]=[C:31]([O:35][C:36]([CH3:39])([CH3:38])[CH3:37])[N:30]=1, predict the reaction product. The product is: [CH2:1]([O:3][C:4]([C:6]1([C:9]2[CH:10]=[CH:11][C:12]([C:15]3[CH:20]=[CH:19][C:18]([C:21]4[O:25][N:24]=[C:23]([CH3:26])[C:22]=4[NH:27][C:29]4[CH:34]=[CH:33][CH:32]=[C:31]([O:35][C:36]([CH3:39])([CH3:38])[CH3:37])[N:30]=4)=[CH:17][CH:16]=3)=[CH:13][CH:14]=2)[CH2:8][CH2:7]1)=[O:5])[CH3:2].